Dataset: Full USPTO retrosynthesis dataset with 1.9M reactions from patents (1976-2016). Task: Predict the reactants needed to synthesize the given product. (1) Given the product [C:1]([O:10][CH2:14][CH:13]([CH2:16][CH3:17])[CH2:11][CH3:12])(=[O:9])[CH2:2][CH2:3][CH2:4][CH2:5][CH2:6][CH2:7][CH3:8], predict the reactants needed to synthesize it. The reactants are: [C:1]([OH:10])(=[O:9])[CH2:2][CH2:3][CH2:4][CH2:5][CH2:6][CH2:7][CH3:8].[CH2:11]([CH:13]([CH2:16][CH3:17])[CH2:14]O)[CH3:12]. (2) Given the product [OH:10][CH2:9][CH2:8][S:7][C:12]1[CH:19]=[CH:18][CH:17]=[CH:16][C:13]=1[CH:14]=[O:15], predict the reactants needed to synthesize it. The reactants are: C(=O)([O-])[O-].[K+].[K+].[SH:7][CH2:8][CH2:9][OH:10].F[C:12]1[CH:19]=[CH:18][CH:17]=[CH:16][C:13]=1[CH:14]=[O:15]. (3) Given the product [Cl:21][C:12]1[N:11]2[CH:16]=[CH:17][N:18]=[C:10]2[C:9]([C:1]([C:2]2[CH:7]=[CH:6][CH:5]=[CH:4][CH:3]=2)=[O:8])=[CH:14][CH:13]=1, predict the reactants needed to synthesize it. The reactants are: [C:1]([C:9]1[CH:14]=[CH:13][C:12](=O)[N:11]2[CH:16]=[CH:17][NH:18][C:10]=12)(=[O:8])[C:2]1[CH:7]=[CH:6][CH:5]=[CH:4][CH:3]=1.P(Cl)(Cl)([Cl:21])=O. (4) Given the product [CH:36]([N:37]1[CH2:38][CH2:39][N:40]([NH:52][C:27]([C@@H:15]2[CH2:16][N:17]([C:20]([O:22][C:23]([CH3:25])([CH3:26])[CH3:24])=[O:21])[CH2:18][CH2:19][N:14]2[S:11]([C:5]2[CH:6]=[CH:7][C:8]([O:9][CH3:10])=[C:3]([O:2][CH3:1])[CH:4]=2)(=[O:13])=[O:12])=[O:29])[CH2:41][CH2:42]1)([C:30]1[CH:31]=[CH:32][CH:33]=[CH:34][CH:35]=1)[C:43]1[CH:48]=[CH:47][CH:46]=[CH:45][CH:44]=1, predict the reactants needed to synthesize it. The reactants are: [CH3:1][O:2][C:3]1[CH:4]=[C:5]([S:11]([N:14]2[CH2:19][CH2:18][N:17]([C:20]([O:22][C:23]([CH3:26])([CH3:25])[CH3:24])=[O:21])[CH2:16][C@H:15]2[C:27]([OH:29])=O)(=[O:13])=[O:12])[CH:6]=[CH:7][C:8]=1[O:9][CH3:10].[C:30]1([CH:36]([C:43]2[CH:48]=[CH:47][CH:46]=[CH:45][CH:44]=2)[N:37]2[CH2:42][CH2:41][NH:40][CH2:39][CH2:38]2)[CH:35]=[CH:34][CH:33]=[CH:32][CH:31]=1.C([N:52](CC)C(C)C)(C)C.C1CN([P+](ON2N=NC3C=CC=CC2=3)(N2CCCC2)N2CCCC2)CC1.F[P-](F)(F)(F)(F)F. (5) Given the product [CH2:1]([C:3]1[S:4][CH:5]=[C:6](/[CH:8]=[CH:9]/[C:10]2[C:11]([OH:22])=[N:12][N:13]([C:15]3[CH:20]=[CH:19][CH:18]=[CH:17][C:16]=3[CH3:21])[CH:14]=2)[N:7]=1)[CH3:2], predict the reactants needed to synthesize it. The reactants are: [CH2:1]([C:3]1[S:4][CH:5]=[C:6](/[CH:8]=[CH:9]/[C:10]2[C:11]([O:22]COC)=[N:12][N:13]([C:15]3[CH:20]=[CH:19][CH:18]=[CH:17][C:16]=3[CH3:21])[CH:14]=2)[N:7]=1)[CH3:2].Cl. (6) Given the product [NH2:8][C@H:5]([CH2:6][CH3:7])[CH:4]([OH:28])[C:2]([CH3:29])([CH3:3])[CH3:1], predict the reactants needed to synthesize it. The reactants are: [CH3:1][C:2]([CH3:29])([CH:4]([OH:28])[C@H:5]([NH:8]C(C1C=CC=CC=1)(C1C=CC=CC=1)C1C=CC=CC=1)[CH2:6][CH3:7])[CH3:3].C(O)(C(F)(F)F)=O. (7) Given the product [Cl:5][C:6]1[C:11]([CH3:12])=[C:10]([N+:1]([O-:4])=[O:2])[C:9]([O:13][CH3:14])=[CH:8][N+:7]=1[O-:15], predict the reactants needed to synthesize it. The reactants are: [N+:1]([O-:4])(O)=[O:2].[Cl:5][C:6]1[C:11]([CH3:12])=[CH:10][C:9]([O:13][CH3:14])=[CH:8][N+:7]=1[O-:15].C(=O)([O-])[O-].[Na+].[Na+]. (8) Given the product [CH:17]1([O:16][CH2:15][C:14]([CH2:25][O:26][CH3:27])([CH:11]([CH3:13])[CH3:12])[CH2:19][OH:18])[CH2:24][CH2:23][CH2:22][CH2:21][CH2:20]1, predict the reactants needed to synthesize it. The reactants are: [H-].[H-].[H-].[H-].[Li+].[Al+3].[Al+3].[Cl-].[Cl-].[Cl-].[CH:11]([C:14]1([CH2:25][O:26][CH3:27])[CH2:19][O:18][C:17]2([CH2:24][CH2:23][CH2:22][CH2:21][CH2:20]2)[O:16][CH2:15]1)([CH3:13])[CH3:12].[OH-].[Na+].S([O-])([O-])(=O)=O.[Na+].[Na+].